Dataset: Reaction yield outcomes from USPTO patents with 853,638 reactions. Task: Predict the reaction yield, written as a fraction of the theoretical maximum amount of product (1.0 means a 100% yield; for example, 0.34 means a 34% yield). (1) The reactants are [Cl:1][C:2]1[N:3]=[C:4]([C:15]2[CH:16]=[N:17][CH:18]=[CH:19][CH:20]=2)[S:5][C:6]=1[N:7](C)[C:8](=O)C(F)(F)F.C(=O)([O-])[O-].[K+].[K+]. No catalyst specified. The product is [Cl:1][C:2]1[N:3]=[C:4]([C:15]2[CH:16]=[N:17][CH:18]=[CH:19][CH:20]=2)[S:5][C:6]=1[NH:7][CH3:8]. The yield is 0.820. (2) The reactants are C([O:3][C:4]([CH:6]1[C:15]([CH2:16][NH:17][C@H:18]([C:26]([O:28][CH3:29])=[O:27])[CH2:19][CH:20]2[CH2:25][CH2:24][CH2:23][CH2:22][CH2:21]2)=[CH:14][C:13]2[C:8](=[CH:9][CH:10]=[CH:11][C:12]=2[Cl:30])[O:7]1)=O)C. The catalyst is C(#N)C. The product is [CH3:29][O:28][C:26](=[O:27])[C@@H:18]([N:17]1[CH2:16][C:15]2=[CH:14][C:13]3[C:12]([Cl:30])=[CH:11][CH:10]=[CH:9][C:8]=3[O:7][CH:6]2[C:4]1=[O:3])[CH2:19][CH:20]1[CH2:25][CH2:24][CH2:23][CH2:22][CH2:21]1. The yield is 0.746. (3) The reactants are Cl.[NH:2]1[CH2:5][CH:4]([C:6]2[C:7]([N:12]3[CH2:17][CH2:16][CH:15]([CH2:18][OH:19])[CH2:14][CH2:13]3)=[N:8][CH:9]=[CH:10][N:11]=2)[CH2:3]1.Cl[C:21]1[CH:30]=[CH:29][C:28]2[C:23](=[CH:24][CH:25]=[C:26]([CH3:31])[CH:27]=2)[N:22]=1.C([O-])([O-])=O.[Cs+].[Cs+]. The product is [CH3:31][C:26]1[CH:27]=[C:28]2[C:23](=[CH:24][CH:25]=1)[N:22]=[C:21]([N:2]1[CH2:5][CH:4]([C:6]3[C:7]([N:12]4[CH2:17][CH2:16][CH:15]([CH2:18][OH:19])[CH2:14][CH2:13]4)=[N:8][CH:9]=[CH:10][N:11]=3)[CH2:3]1)[CH:30]=[CH:29]2. The catalyst is CN(C=O)C.O. The yield is 0.260. (4) The reactants are [F:1][C:2]1[CH:7]=[CH:6][CH:5]=[CH:4][C:3]=1[N:8]1[C:16]2[C:11](=[C:12]([N:17]3[CH2:24][CH:23]4[CH:19]([CH2:20][NH:21][CH2:22]4)[C:18]3=[O:25])[CH:13]=[CH:14][CH:15]=2)[CH:10]=[N:9]1.[H-].[Na+].Cl[CH2:29][C:30]1[O:31][CH:32]=[CH:33][N:34]=1. The catalyst is O1CCCC1. The product is [F:1][C:2]1[CH:7]=[CH:6][CH:5]=[CH:4][C:3]=1[N:8]1[C:16]2[C:11](=[C:12]([N:17]3[CH2:24][C@@H:23]4[C@H:19]([CH2:20][N:21]([CH2:29][C:30]5[O:31][CH:32]=[CH:33][N:34]=5)[CH2:22]4)[C:18]3=[O:25])[CH:13]=[CH:14][CH:15]=2)[CH:10]=[N:9]1. The yield is 0.490.